Dataset: Peptide-MHC class I binding affinity with 185,985 pairs from IEDB/IMGT. Task: Regression. Given a peptide amino acid sequence and an MHC pseudo amino acid sequence, predict their binding affinity value. This is MHC class I binding data. (1) The peptide sequence is RPPRRGDKF. The MHC is HLA-B58:01 with pseudo-sequence HLA-B58:01. The binding affinity (normalized) is 0.0847. (2) The binding affinity (normalized) is 0.0847. The peptide sequence is QFAGGSFDF. The MHC is HLA-A01:01 with pseudo-sequence HLA-A01:01. (3) The peptide sequence is STASSWSY. The MHC is HLA-A01:01 with pseudo-sequence HLA-A01:01. The binding affinity (normalized) is 0.0847. (4) The peptide sequence is EENLLDFVRF. The MHC is H-2-Kk with pseudo-sequence H-2-Kk. The binding affinity (normalized) is 0.209. (5) The peptide sequence is VAHSSLYGRY. The MHC is HLA-A26:01 with pseudo-sequence HLA-A26:01. The binding affinity (normalized) is 0.133. (6) The peptide sequence is PPIPVGDIY. The MHC is HLA-A02:02 with pseudo-sequence HLA-A02:02. The binding affinity (normalized) is 0.00401. (7) The peptide sequence is STQQNKLVIR. The MHC is HLA-A31:01 with pseudo-sequence HLA-A31:01. The binding affinity (normalized) is 0.534. (8) The peptide sequence is SYGCPTNPF. The MHC is HLA-B51:01 with pseudo-sequence HLA-B51:01. The binding affinity (normalized) is 0.213. (9) The peptide sequence is TSSARSSEW. The MHC is HLA-A26:01 with pseudo-sequence HLA-A26:01. The binding affinity (normalized) is 0.0847.